This data is from Full USPTO retrosynthesis dataset with 1.9M reactions from patents (1976-2016). The task is: Predict the reactants needed to synthesize the given product. The reactants are: Br[C:2]1[C:3]([F:23])=[CH:4][C:5]([CH3:22])=[C:6]([C:8]2[C:9](=[O:21])[NH:10][C:11]3([CH2:18][CH2:17][N:16]([O:19][CH3:20])[CH2:15][CH2:14]3)[C:12]=2[OH:13])[CH:7]=1.[Cl:24][C:25]1[CH:30]=[CH:29][C:28](B(O)O)=[CH:27][CH:26]=1.C(=O)([O-])[O-].[Na+].[Na+].Cl. Given the product [Cl:24][C:25]1[CH:30]=[CH:29][C:28]([C:2]2[C:3]([F:23])=[CH:4][C:5]([CH3:22])=[C:6]([C:8]3[C:9](=[O:21])[NH:10][C:11]4([CH2:18][CH2:17][N:16]([O:19][CH3:20])[CH2:15][CH2:14]4)[C:12]=3[OH:13])[CH:7]=2)=[CH:27][CH:26]=1, predict the reactants needed to synthesize it.